From a dataset of CYP2D6 inhibition data for predicting drug metabolism from PubChem BioAssay. Regression/Classification. Given a drug SMILES string, predict its absorption, distribution, metabolism, or excretion properties. Task type varies by dataset: regression for continuous measurements (e.g., permeability, clearance, half-life) or binary classification for categorical outcomes (e.g., BBB penetration, CYP inhibition). Dataset: cyp2d6_veith. (1) The drug is C=CCn1c(CSCc2ccccc2)nnc1SCC(=O)NCc1ccccc1. The result is 1 (inhibitor). (2) The drug is NC(=O)CN1CCN(c2nc(-c3ccc(F)cc3)cs2)CC1. The result is 0 (non-inhibitor). (3) The drug is Cc1ccc(OCC(O)CNC(=O)c2ccccc2C(=O)O)cc1. The result is 0 (non-inhibitor).